From a dataset of Peptide-MHC class II binding affinity with 134,281 pairs from IEDB. Regression. Given a peptide amino acid sequence and an MHC pseudo amino acid sequence, predict their binding affinity value. This is MHC class II binding data. (1) The peptide sequence is QLCDHRLMSAAVKDE. The MHC is DRB4_0101 with pseudo-sequence DRB4_0103. The binding affinity (normalized) is 0.201. (2) The peptide sequence is RGDSRLTYQWHKEGS. The MHC is DRB1_0301 with pseudo-sequence DRB1_0301. The binding affinity (normalized) is 0.435. (3) The peptide sequence is GSRAIWYMWLGARYL. The MHC is HLA-DQA10501-DQB10402 with pseudo-sequence HLA-DQA10501-DQB10402. The binding affinity (normalized) is 0.625. (4) The peptide sequence is DMGFDAAAPAPEHQP. The MHC is HLA-DQA10501-DQB10301 with pseudo-sequence HLA-DQA10501-DQB10301. The binding affinity (normalized) is 0.398. (5) The peptide sequence is ECEWPLTHTIGTSVE. The MHC is HLA-DQA10303-DQB10402 with pseudo-sequence HLA-DQA10303-DQB10402. The binding affinity (normalized) is 0.519. (6) The peptide sequence is GELQIVDKITAAFKI. The MHC is DRB1_0404 with pseudo-sequence DRB1_0404. The binding affinity (normalized) is 0.597. (7) The peptide sequence is LWTQSLRRELSGYCS. The MHC is DRB4_0101 with pseudo-sequence DRB4_0103. The binding affinity (normalized) is 0.360. (8) The peptide sequence is PRSPTVFYNIPPMPLPPSQL. The MHC is DRB1_1501 with pseudo-sequence DRB1_1501. The binding affinity (normalized) is 0.724. (9) The peptide sequence is GELQIVDKIDAAFKI. The MHC is HLA-DPA10201-DPB11401 with pseudo-sequence HLA-DPA10201-DPB11401. The binding affinity (normalized) is 0.240.